Predict which catalyst facilitates the given reaction. From a dataset of Catalyst prediction with 721,799 reactions and 888 catalyst types from USPTO. (1) Reactant: [Br:1]Br.[F:3][C:4]([F:14])([F:13])[O:5][C:6]1[CH:11]=[CH:10][CH:9]=[CH:8][C:7]=1[OH:12]. Product: [Br:1][C:10]1[CH:9]=[CH:8][C:7]([OH:12])=[C:6]([O:5][C:4]([F:13])([F:14])[F:3])[CH:11]=1. The catalyst class is: 15. (2) Reactant: [CH3:1][C:2]1[S:3][C:4]2[CH:10]=[CH:9][C:8]([NH2:11])=[CH:7][C:5]=2[N:6]=1.C(OCC)C.C(=O)(O)[O-].[Na+].[Cl:22][CH2:23][C:24](Cl)=[O:25]. Product: [Cl:22][CH2:23][C:24]([NH:11][C:8]1[CH:9]=[CH:10][C:4]2[S:3][C:2]([CH3:1])=[N:6][C:5]=2[CH:7]=1)=[O:25]. The catalyst class is: 13.